This data is from Peptide-MHC class II binding affinity with 134,281 pairs from IEDB. The task is: Regression. Given a peptide amino acid sequence and an MHC pseudo amino acid sequence, predict their binding affinity value. This is MHC class II binding data. (1) The peptide sequence is ASVIPPARLFKAFVL. The MHC is HLA-DQA10102-DQB10602 with pseudo-sequence HLA-DQA10102-DQB10602. The binding affinity (normalized) is 0.484. (2) The peptide sequence is PETEKAEEVEKIEKT. The MHC is HLA-DPA10201-DPB11401 with pseudo-sequence HLA-DPA10201-DPB11401. The binding affinity (normalized) is 0.106. (3) The peptide sequence is TPAETTVRLRAYMNTPGLPV. The MHC is DRB1_0101 with pseudo-sequence DRB1_0101. The binding affinity (normalized) is 0.526. (4) The peptide sequence is KLRSAGELELQFRRV. The MHC is DRB1_1501 with pseudo-sequence DRB1_1501. The binding affinity (normalized) is 0.242. (5) The peptide sequence is NYPIVQNLQGQMVHQAISPR. The MHC is HLA-DQA10501-DQB10201 with pseudo-sequence HLA-DQA10501-DQB10201. The binding affinity (normalized) is 0.210. (6) The peptide sequence is YDKFLAMVSTVLTGK. The MHC is DRB1_0101 with pseudo-sequence DRB1_0101. The binding affinity (normalized) is 0.889. (7) The peptide sequence is RIDDAQITTDDLVKSYSL. The MHC is DRB1_0101 with pseudo-sequence DRB1_0101. The binding affinity (normalized) is 0. (8) The peptide sequence is PGKYTAYEGQRVVFI. The MHC is DRB1_0401 with pseudo-sequence DRB1_0401. The binding affinity (normalized) is 0.409. (9) The MHC is HLA-DQA10501-DQB10302 with pseudo-sequence HLA-DQA10501-DQB10302. The binding affinity (normalized) is 0.269. The peptide sequence is PTPKIIEECEHLEDG. (10) The peptide sequence is QPSKGWNDWENVPFC. The MHC is HLA-DQA10601-DQB10402 with pseudo-sequence HLA-DQA10601-DQB10402. The binding affinity (normalized) is 0.507.